From a dataset of Reaction yield outcomes from USPTO patents with 853,638 reactions. Predict the reaction yield, written as a fraction of the theoretical maximum amount of product (1.0 means a 100% yield; for example, 0.34 means a 34% yield). The reactants are [OH:1][C:2]1[CH:9]=[CH:8][C:5]([CH:6]=[O:7])=[CH:4][CH:3]=1.Cl[C:11]1[CH:18]=[CH:17][C:14]([C:15]#[N:16])=[CH:13][N:12]=1.C([O-])([O-])=O.[K+].[K+].CC(N(C)C)=O.C1(C)C=CC=CC=1. The catalyst is C(OCC)(=O)C. The product is [CH:6]([C:5]1[CH:8]=[CH:9][C:2]([O:1][C:11]2[CH:18]=[CH:17][C:14]([C:15]#[N:16])=[CH:13][N:12]=2)=[CH:3][CH:4]=1)=[O:7]. The yield is 0.880.